This data is from Reaction yield outcomes from USPTO patents with 853,638 reactions. The task is: Predict the reaction yield, written as a fraction of the theoretical maximum amount of product (1.0 means a 100% yield; for example, 0.34 means a 34% yield). The reactants are [Cl:1][C:2]1[CH:3]=[C:4]([C:9](=O)[C:10]([F:13])([F:12])[F:11])[CH:5]=[C:6]([Cl:8])[CH:7]=1.[C:15]([C:18]1[CH:19]=[CH:20][C:21]([F:26])=[C:22]([CH:25]=1)[C:23]#[N:24])(=[O:17])[CH3:16].C(=O)([O-])[O-].[K+].[K+]. The catalyst is C1(C)C=CC=CC=1. The product is [Cl:1][C:2]1[CH:3]=[C:4]([C:9]([C:10]([F:13])([F:12])[F:11])=[CH:16][C:15]([C:18]2[CH:19]=[CH:20][C:21]([F:26])=[C:22]([CH:25]=2)[C:23]#[N:24])=[O:17])[CH:5]=[C:6]([Cl:8])[CH:7]=1. The yield is 0.460.